This data is from Reaction yield outcomes from USPTO patents with 853,638 reactions. The task is: Predict the reaction yield, written as a fraction of the theoretical maximum amount of product (1.0 means a 100% yield; for example, 0.34 means a 34% yield). (1) The reactants are [N:1]1[CH:6]=[CH:5][CH:4]=[C:3]([CH2:7][C@H:8]2[C@H:13]([NH:14][C:15]([C:17]3[O:18][C:19]4[CH:25]=[CH:24][CH:23]=[CH:22][C:20]=4[CH:21]=3)=[O:16])[CH:12]3[CH2:26][CH2:27][N:9]2[CH2:10][CH2:11]3)[CH:2]=1.ClCCl.[C:31]1([CH3:41])[CH:36]=[CH:35][C:34]([S:37]([OH:40])(=[O:39])=[O:38])=[CH:33][CH:32]=1.C(OC(C)C)(=O)C. The catalyst is O. The product is [C:31]1([CH3:41])[CH:32]=[CH:33][C:34]([S:37]([OH:40])(=[O:38])=[O:39])=[CH:35][CH:36]=1.[N:1]1[CH:6]=[CH:5][CH:4]=[C:3]([CH2:7][C@H:8]2[C@H:13]([NH:14][C:15]([C:17]3[O:18][C:19]4[CH:25]=[CH:24][CH:23]=[CH:22][C:20]=4[CH:21]=3)=[O:16])[CH:12]3[CH2:26][CH2:27][N:9]2[CH2:10][CH2:11]3)[CH:2]=1. The yield is 0.885. (2) The reactants are [C:1]1([NH:7][C:8]([NH:10][C:11]2[CH:16]=[CH:15][C:14]([C:17]3[C:21]([C:22]4[CH:27]=[CH:26][N:25]=[C:24]5[NH:28][CH:29]=[CH:30][C:23]=45)=[CH:20][N:19]([CH2:31][C:32]([OH:34])=O)[N:18]=3)=[CH:13][CH:12]=2)=[O:9])[CH:6]=[CH:5][CH:4]=[CH:3][CH:2]=1.C([N:37](CC)CC)C.C(OC(Cl)=O)C.[OH-].[NH4+]. The catalyst is O1CCCC1. The product is [C:1]1([NH:7][C:8]([NH:10][C:11]2[CH:16]=[CH:15][C:14]([C:17]3[C:21]([C:22]4[CH:27]=[CH:26][N:25]=[C:24]5[NH:28][CH:29]=[CH:30][C:23]=45)=[CH:20][N:19]([CH2:31][C:32]([NH2:37])=[O:34])[N:18]=3)=[CH:13][CH:12]=2)=[O:9])[CH:6]=[CH:5][CH:4]=[CH:3][CH:2]=1. The yield is 0.130. (3) The reactants are [C:1]([C:4]1[NH:8][N:7]=[C:6]([C:9]([NH:11][C@@H:12]([CH3:30])[CH2:13][N:14]2[CH:18]=[CH:17][C:16]([C:19]3[CH:24]=[CH:23][C:22]([C:25]#[N:26])=[C:21]([N+]([O-])=O)[CH:20]=3)=[N:15]2)=[O:10])[CH:5]=1)(=[O:3])[CH3:2].[CH3:31][O-:32].C([N+](CCCC)(CCCC)CCCC)CCC. The catalyst is CO. The product is [C:1]([C:4]1[NH:8][N:7]=[C:6]([C:9]([NH:11][C@@H:12]([CH3:30])[CH2:13][N:14]2[CH:18]=[CH:17][C:16]([C:19]3[CH:24]=[CH:23][C:22]([C:25]#[N:26])=[C:21]([O:32][CH3:31])[CH:20]=3)=[N:15]2)=[O:10])[CH:5]=1)(=[O:3])[CH3:2]. The yield is 0.0500. (4) The reactants are Cl[C:2]1[N:7]=[CH:6][N:5]=[C:4]([O:8][C:9]2[CH:10]=[CH:11][C:12]([NH2:15])=[N:13][CH:14]=2)[CH:3]=1.[CH3:16][N:17]1[CH:21]=[C:20](B2OC(C)(C)C(C)(C)O2)[CH:19]=[N:18]1.C([O-])([O-])=O.[Cs+].[Cs+]. The catalyst is C1C=CC([P]([Pd]([P](C2C=CC=CC=2)(C2C=CC=CC=2)C2C=CC=CC=2)([P](C2C=CC=CC=2)(C2C=CC=CC=2)C2C=CC=CC=2)[P](C2C=CC=CC=2)(C2C=CC=CC=2)C2C=CC=CC=2)(C2C=CC=CC=2)C2C=CC=CC=2)=CC=1.O1CCOCC1.O. The product is [CH3:16][N:17]1[CH:21]=[C:20]([C:2]2[N:7]=[CH:6][N:5]=[C:4]([O:8][C:9]3[CH:10]=[CH:11][C:12]([NH2:15])=[N:13][CH:14]=3)[CH:3]=2)[CH:19]=[N:18]1. The yield is 0.680.